This data is from Forward reaction prediction with 1.9M reactions from USPTO patents (1976-2016). The task is: Predict the product of the given reaction. (1) Given the reactants [C:1]([O:5][C:6]([NH:8][C@@H:9]1[CH2:14][CH2:13][CH2:12][CH2:11][C@@H:10]1[NH:15][C:16]1[C:25]2[C:20](=[CH:21][CH:22]=[C:23]([CH3:26])[CH:24]=2)[N:19]=[C:18](Cl)[N:17]=1)=[O:7])([CH3:4])([CH3:3])[CH3:2].[CH3:28][O:29][C:30]1[CH:37]=[CH:36][C:33]([CH2:34][NH2:35])=[CH:32][CH:31]=1.C(O)(=O)C, predict the reaction product. The product is: [C:1]([O:5][C:6]([NH:8][C@@H:9]1[CH2:14][CH2:13][CH2:12][CH2:11][C@@H:10]1[NH:15][C:16]1[C:25]2[C:20](=[CH:21][CH:22]=[C:23]([CH3:26])[CH:24]=2)[N:19]=[C:18]([NH:35][CH2:34][C:33]2[CH:36]=[CH:37][C:30]([O:29][CH3:28])=[CH:31][CH:32]=2)[N:17]=1)=[O:7])([CH3:4])([CH3:3])[CH3:2]. (2) Given the reactants [Si]([O:8][CH2:9][C:10]1([CH3:34])[S:16][CH2:15][CH2:14][N:13]2[C:17]([C:20]3([C:23]4[CH:28]=[CH:27][C:26]([C:29]5[S:30][CH:31]=[CH:32][N:33]=5)=[CH:25][CH:24]=4)[CH2:22][CH2:21]3)=[N:18][N:19]=[C:12]2[CH2:11]1)(C(C)(C)C)(C)C.Cl, predict the reaction product. The product is: [CH3:34][C:10]1([CH2:9][OH:8])[S:16][CH2:15][CH2:14][N:13]2[C:17]([C:20]3([C:23]4[CH:24]=[CH:25][C:26]([C:29]5[S:30][CH:31]=[CH:32][N:33]=5)=[CH:27][CH:28]=4)[CH2:22][CH2:21]3)=[N:18][N:19]=[C:12]2[CH2:11]1. (3) Given the reactants C(O[C:4]([C:6]1([CH2:9][N:10]([CH2:19][C:20]2[CH:25]=[CH:24][C:23]([F:26])=[CH:22][CH:21]=2)[C:11](=[O:18])[CH2:12][C:13](=[O:17])CCC)[CH2:8][CH2:7]1)=[O:5])C.[CH3:27][CH2:28][O-:29].[Na+].Cl.O, predict the reaction product. The product is: [CH2:28]([O:29][C:13]([C:12]1[C:11](=[O:18])[N:10]([CH2:19][C:20]2[CH:21]=[CH:22][C:23]([F:26])=[CH:24][CH:25]=2)[CH2:9][C:6]2([C:4]=1[OH:5])[CH2:8][CH2:7]2)=[O:17])[CH3:27]. (4) Given the reactants [C:1]1(=[O:11])[NH:5][C:4](=[O:6])[C:3]2=[CH:7][CH:8]=[CH:9][CH:10]=[C:2]12.[CH2:12](O)[CH2:13][C:14]#[CH:15], predict the reaction product. The product is: [CH2:15]([N:5]1[C:1](=[O:11])[C:2]2=[CH:10][CH:9]=[CH:8][CH:7]=[C:3]2[C:4]1=[O:6])[CH2:14][C:13]#[CH:12]. (5) The product is: [CH3:12][O:1][C:2]1[CH:10]=[CH:9][CH:8]=[C:7]2[C:3]=1[CH2:4][CH2:5][C:6]2=[O:11]. Given the reactants [OH:1][C:2]1[CH:10]=[CH:9][CH:8]=[C:7]2[C:3]=1[CH2:4][CH2:5][C:6]2=[O:11].[C:12](=O)([O-])[O-].[K+].[K+], predict the reaction product. (6) Given the reactants [NH2:1][C:2]1[CH:9]=[C:8]([F:10])[CH:7]=[CH:6][C:3]=1[C:4]#[N:5].Br.Br[CH:13]([C:15]1[CH:16]=[C:17]([C:32]([N:34]([CH3:36])[CH3:35])=[O:33])[CH:18]=[C:19]2[C:24]=1[O:23][C:22]([N:25]1[CH2:30][CH2:29][O:28][CH2:27][CH2:26]1)=[CH:21][C:20]2=[O:31])[CH3:14], predict the reaction product. The product is: [C:4]([C:3]1[CH:6]=[CH:7][C:8]([F:10])=[CH:9][C:2]=1[NH:1][CH:13]([C:15]1[CH:16]=[C:17]([C:32]([N:34]([CH3:36])[CH3:35])=[O:33])[CH:18]=[C:19]2[C:24]=1[O:23][C:22]([N:25]1[CH2:30][CH2:29][O:28][CH2:27][CH2:26]1)=[CH:21][C:20]2=[O:31])[CH3:14])#[N:5]. (7) Given the reactants [N+:1]([C:4]1[CH:13]=[CH:12][CH:11]=[C:10]2[C:5]=1[CH:6]=[CH:7][C:8](=[O:14])[NH:9]2)([O-])=O, predict the reaction product. The product is: [NH2:1][C:4]1[CH:13]=[CH:12][CH:11]=[C:10]2[C:5]=1[CH:6]=[CH:7][C:8](=[O:14])[NH:9]2. (8) Given the reactants [C:1]([O:5][C:6](=[O:22])[NH:7][C:8]1[CH:13]=[C:12]([CH2:14][CH2:15][CH3:16])[C:11]([C:17]([F:20])([F:19])[F:18])=[CH:10][C:9]=1[NH2:21])([CH3:4])([CH3:3])[CH3:2].C([O:27][C:28](=O)[CH2:29][C:30]([C:32]1[CH:37]=[CH:36][CH:35]=[C:34]([C:38]2[CH:43]=[CH:42][N:41]=[C:40]([CH3:44])[CH:39]=2)[CH:33]=1)=[O:31])(C)(C)C, predict the reaction product. The product is: [C:1]([O:5][C:6](=[O:22])[NH:7][C:8]1[CH:13]=[C:12]([CH2:14][CH2:15][CH3:16])[C:11]([C:17]([F:20])([F:19])[F:18])=[CH:10][C:9]=1[NH:21][C:28](=[O:27])[CH2:29][C:30]([C:32]1[CH:37]=[CH:36][CH:35]=[C:34]([C:38]2[CH:43]=[CH:42][N:41]=[C:40]([CH3:44])[CH:39]=2)[CH:33]=1)=[O:31])([CH3:2])([CH3:3])[CH3:4]. (9) Given the reactants [C:1]12[CH2:8][CH2:7][C:6]=1[CH:5]=[CH:4][CH:3]=[CH:2]2.[Br:9]Br.S([O-])([O-])=O.[Na+].[Na+], predict the reaction product. The product is: [Br:9][C:3]1[CH:4]=[CH:5][C:6]2[CH2:7][CH2:8][C:1]=2[CH:2]=1. (10) The product is: [C:25]([NH:24][CH:18]1[CH2:19][CH2:20][CH2:21][CH2:22][CH2:23]1)([NH:26][CH:27]1[CH2:32][CH2:31][CH2:30][CH2:29][CH2:28]1)=[O:4]. Given the reactants FC(F)(F)C(NCC1C=CC=CC=1C(O)=O)=[O:4].[CH:18]1([N:24]=[C:25]=[N:26][CH:27]2[CH2:32][CH2:31][CH2:30][CH2:29][CH2:28]2)[CH2:23][CH2:22][CH2:21][CH2:20][CH2:19]1, predict the reaction product.